This data is from Reaction yield outcomes from USPTO patents with 853,638 reactions. The task is: Predict the reaction yield, written as a fraction of the theoretical maximum amount of product (1.0 means a 100% yield; for example, 0.34 means a 34% yield). (1) The reactants are [F:1][CH:2]([F:31])[CH2:3][N:4]1[CH2:9][CH2:8][N:7]2[N:10]=[C:11]([NH:13][C:14]3[C:15](=[O:30])[N:16]([CH3:29])[CH:17]=[C:18](B4OC(C)(C)C(C)(C)O4)[CH:19]=3)[CH:12]=[C:6]2[CH2:5]1.[C:32]([C:36]1[CH:37]=[C:38]2[C:43](=[C:44]([F:46])[CH:45]=1)[C:42](=[O:47])[N:41]([C:48]1[N:55]=[CH:54][CH:53]=[C:52](Cl)[C:49]=1[CH:50]=[O:51])[N:40]=[CH:39]2)([CH3:35])([CH3:34])[CH3:33].[O-]P([O-])([O-])=O.[K+].[K+].[K+].C([O-])(=O)C.[Na+]. The catalyst is C1C=CC(P(C2C=CC=CC=2)[C-]2C=CC=C2)=CC=1.C1C=CC(P(C2C=CC=CC=2)[C-]2C=CC=C2)=CC=1.Cl[Pd]Cl.[Fe+2].C(#N)C.O. The product is [C:32]([C:36]1[CH:37]=[C:38]2[C:43](=[C:44]([F:46])[CH:45]=1)[C:42](=[O:47])[N:41]([C:48]1[N:55]=[CH:54][CH:53]=[C:52]([C:18]3[CH:19]=[C:14]([NH:13][C:11]4[CH:12]=[C:6]5[CH2:5][N:4]([CH2:3][CH:2]([F:31])[F:1])[CH2:9][CH2:8][N:7]5[N:10]=4)[C:15](=[O:30])[N:16]([CH3:29])[CH:17]=3)[C:49]=1[CH:50]=[O:51])[N:40]=[CH:39]2)([CH3:35])([CH3:33])[CH3:34]. The yield is 0.380. (2) The reactants are C(=O)([O-])[O-].[K+].[K+].[C:7]1([S:13]([N:16]2[C:20]3=[N:21][CH:22]=[C:23]([OH:25])[CH:24]=[C:19]3[CH:18]=[C:17]2[C:26]([C:33]2[CH:38]=[CH:37][C:36]([S:39]([CH3:42])(=[O:41])=[O:40])=[CH:35][CH:34]=2)=[CH:27][CH:28]2[CH2:32][CH2:31][CH2:30][CH2:29]2)(=[O:15])=[O:14])[CH:12]=[CH:11][CH:10]=[CH:9][CH:8]=1.[CH2:43]([O:45][C:46](=[O:51])[C:47](Br)([CH3:49])[CH3:48])[CH3:44]. The catalyst is CN(C)C=O.C(OCC)(=O)C. The product is [CH2:43]([O:45][C:46](=[O:51])[C:47]([O:25][C:23]1[CH:24]=[C:19]2[CH:18]=[C:17]([C:26]([C:33]3[CH:34]=[CH:35][C:36]([S:39]([CH3:42])(=[O:40])=[O:41])=[CH:37][CH:38]=3)=[CH:27][CH:28]3[CH2:32][CH2:31][CH2:30][CH2:29]3)[N:16]([S:13]([C:7]3[CH:12]=[CH:11][CH:10]=[CH:9][CH:8]=3)(=[O:14])=[O:15])[C:20]2=[N:21][CH:22]=1)([CH3:49])[CH3:48])[CH3:44]. The yield is 0.687. (3) The reactants are [CH3:1][N:2]([CH2:4][CH:5]([C:13]1([OH:19])[CH2:18][CH2:17][CH2:16][CH2:15][CH2:14]1)[C:6]1[CH:7]=[CH:8][C:9]([OH:12])=[CH:10][CH:11]=1)[CH3:3].[CH:20]([OH:22])=[O:21]. The product is [CH3:1][N:2]([CH2:4][CH:5]([C:13]1([OH:19])[CH2:18][CH2:17][CH2:16][CH2:15][CH2:14]1)[C:6]1[CH:7]=[CH:8][C:9]([OH:12])=[CH:10][CH:11]=1)[CH3:3].[CH:20]([O-:22])=[O:21]. The catalyst is CC(O)C. The yield is 0.860. (4) The reactants are [CH3:1][O:2][C:3](=[O:23])[CH2:4][C:5]1[CH:14]=[C:13]([O:15][CH:16]2[CH2:21][CH2:20][NH:19][CH2:18][CH2:17]2)[C:12]2[C:7](=[CH:8][CH:9]=[C:10]([F:22])[CH:11]=2)[CH:6]=1.[CH3:24][S:25](Cl)(=[O:27])=[O:26].C(N(CC)CC)C. The catalyst is O1CCCC1. The product is [CH3:1][O:2][C:3](=[O:23])[CH2:4][C:5]1[CH:14]=[C:13]([O:15][CH:16]2[CH2:17][CH2:18][N:19]([S:25]([CH3:24])(=[O:27])=[O:26])[CH2:20][CH2:21]2)[C:12]2[C:7](=[CH:8][CH:9]=[C:10]([F:22])[CH:11]=2)[CH:6]=1. The yield is 0.830.